Dataset: NCI-60 drug combinations with 297,098 pairs across 59 cell lines. Task: Regression. Given two drug SMILES strings and cell line genomic features, predict the synergy score measuring deviation from expected non-interaction effect. (1) Drug 1: CC1=C(C(=CC=C1)Cl)NC(=O)C2=CN=C(S2)NC3=CC(=NC(=N3)C)N4CCN(CC4)CCO. Drug 2: CC(C)NC(=O)C1=CC=C(C=C1)CNNC.Cl. Cell line: OVCAR-5. Synergy scores: CSS=2.99, Synergy_ZIP=14.7, Synergy_Bliss=13.6, Synergy_Loewe=3.13, Synergy_HSA=4.98. (2) Drug 1: C1=CC(=CC=C1CC(C(=O)O)N)N(CCCl)CCCl.Cl. Drug 2: CCC1=C2CN3C(=CC4=C(C3=O)COC(=O)C4(CC)O)C2=NC5=C1C=C(C=C5)O. Cell line: DU-145. Synergy scores: CSS=35.2, Synergy_ZIP=0.234, Synergy_Bliss=3.47, Synergy_Loewe=-25.6, Synergy_HSA=1.67. (3) Drug 1: CC1=CC2C(CCC3(C2CCC3(C(=O)C)OC(=O)C)C)C4(C1=CC(=O)CC4)C. Drug 2: C1CC(=O)NC(=O)C1N2C(=O)C3=CC=CC=C3C2=O. Cell line: SW-620. Synergy scores: CSS=-1.84, Synergy_ZIP=0.818, Synergy_Bliss=1.31, Synergy_Loewe=-0.415, Synergy_HSA=-1.38. (4) Drug 1: CCCCCOC(=O)NC1=NC(=O)N(C=C1F)C2C(C(C(O2)C)O)O. Drug 2: COCCOC1=C(C=C2C(=C1)C(=NC=N2)NC3=CC=CC(=C3)C#C)OCCOC.Cl. Cell line: HOP-92. Synergy scores: CSS=5.56, Synergy_ZIP=-1.73, Synergy_Bliss=0.288, Synergy_Loewe=-9.23, Synergy_HSA=-1.08. (5) Drug 1: CC(CN1CC(=O)NC(=O)C1)N2CC(=O)NC(=O)C2. Drug 2: COCCOC1=C(C=C2C(=C1)C(=NC=N2)NC3=CC=CC(=C3)C#C)OCCOC.Cl. Cell line: OVCAR3. Synergy scores: CSS=21.7, Synergy_ZIP=-5.47, Synergy_Bliss=-0.448, Synergy_Loewe=0.265, Synergy_HSA=0.713. (6) Drug 1: CN1C(=O)N2C=NC(=C2N=N1)C(=O)N. Drug 2: CS(=O)(=O)CCNCC1=CC=C(O1)C2=CC3=C(C=C2)N=CN=C3NC4=CC(=C(C=C4)OCC5=CC(=CC=C5)F)Cl. Cell line: HT29. Synergy scores: CSS=24.0, Synergy_ZIP=5.63, Synergy_Bliss=7.44, Synergy_Loewe=-50.0, Synergy_HSA=3.76. (7) Drug 1: CS(=O)(=O)C1=CC(=C(C=C1)C(=O)NC2=CC(=C(C=C2)Cl)C3=CC=CC=N3)Cl. Drug 2: CC1=C(C(CCC1)(C)C)C=CC(=CC=CC(=CC(=O)O)C)C. Cell line: PC-3. Synergy scores: CSS=6.34, Synergy_ZIP=0.280, Synergy_Bliss=2.14, Synergy_Loewe=2.11, Synergy_HSA=1.54.